Dataset: Forward reaction prediction with 1.9M reactions from USPTO patents (1976-2016). Task: Predict the product of the given reaction. (1) Given the reactants [C:1]([O:5][C:6]([NH:8][C:9]1[CH:10]=[C:11]2[C:16](=[CH:17][CH:18]=1)[O:15][CH:14](O)[CH2:13][CH2:12]2)=[O:7])([CH3:4])([CH3:3])[CH3:2].[C:20]([CH:25]=P(C1C=CC=CC=1)(C1C=CC=CC=1)C1C=CC=CC=1)([O:22][CH2:23][CH3:24])=[O:21].C(OC(NC1C=C2C(=CC=1)OC(=O)CC2)=O)(C)(C)C.[O-]CC.[Na+], predict the reaction product. The product is: [C:1]([O:5][C:6]([NH:8][C:9]1[CH:10]=[C:11]2[C:16](=[CH:17][CH:18]=1)[O:15][CH:14]([CH2:25][C:20]([O:22][CH2:23][CH3:24])=[O:21])[CH2:13][CH2:12]2)=[O:7])([CH3:4])([CH3:3])[CH3:2]. (2) Given the reactants [CH3:1][O:2][C:3](=[O:13])[C:4]1[CH:9]=[CH:8][C:7]([N+:10]([O-:12])=[O:11])=[CH:6][CH:5]=1.Cl[CH2:15][S:16]([C:19]1[C:28]2[C:23](=[CH:24][CH:25]=[CH:26][CH:27]=2)[CH:22]=[CH:21][CH:20]=1)(=[O:18])=[O:17].CC(C)([O-])C.[K+].Cl, predict the reaction product. The product is: [CH3:1][O:2][C:3](=[O:13])[C:4]1[CH:5]=[CH:6][C:7]([N+:10]([O-:12])=[O:11])=[C:8]([CH2:15][S:16]([C:19]2[C:28]3[C:23](=[CH:24][CH:25]=[CH:26][CH:27]=3)[CH:22]=[CH:21][CH:20]=2)(=[O:17])=[O:18])[CH:9]=1. (3) The product is: [O:33]1[C:30]2([CH2:31][CH2:32][N:28]([C:25]3[N:24]=[C:23]4[N:19]([CH2:18][C:14]5[CH:13]=[C:12]6[C:17](=[CH:16][CH:15]=5)[N:8]=[CH:9][CH:10]=[CH:11]6)[N:20]=[N:21][C:22]4=[N:27][CH:26]=3)[CH2:29]2)[CH2:34]1. Given the reactants [H-].[Na+].[I-].C[S+](C)C.[N:8]1[C:17]2[C:12](=[CH:13][C:14]([CH2:18][N:19]3[C:23]4=[N:24][C:25]([N:28]5[CH2:32][CH2:31][C:30](=[O:33])[CH2:29]5)=[CH:26][N:27]=[C:22]4[N:21]=[N:20]3)=[CH:15][CH:16]=2)[CH:11]=[CH:10][CH:9]=1.[CH2:34]1COCC1, predict the reaction product. (4) Given the reactants [C:1]1([S:7][C:8]2[CH:21]=[CH:20][C:19]3[S:18][C:17]4[C:12](=[CH:13][CH:14]=[CH:15][CH:16]=4)[C:11](=[O:22])[C:10]=3[CH:9]=2)[CH:6]=[CH:5][CH:4]=[CH:3][CH:2]=1.C(#N)C.S(=O)(=O)(O)[OH:27].OO, predict the reaction product. The product is: [C:1]1([S:7]([C:8]2[CH:21]=[CH:20][C:19]3[S:18][C:17]4[C:12](=[CH:13][CH:14]=[CH:15][CH:16]=4)[C:11](=[O:22])[C:10]=3[CH:9]=2)=[O:27])[CH:2]=[CH:3][CH:4]=[CH:5][CH:6]=1.